This data is from Forward reaction prediction with 1.9M reactions from USPTO patents (1976-2016). The task is: Predict the product of the given reaction. (1) Given the reactants CO[C:3](=[O:31])[N:4]=[C:5](SC)[C:6](=[N:20][C:21]1[CH:26]=[CH:25][C:24]([C:27]#[N:28])=[CH:23][CH:22]=1)[C:7]1[CH:16]=[C:15]([O:17][CH3:18])[C:10]2[O:11][CH2:12][CH2:13][O:14][C:9]=2[C:8]=1[F:19].[CH3:32][O:33][C:34]([C:36]1[S:37][CH:38]=[CH:39][C:40]=1[NH:41][NH2:42])=[O:35].C(N(CC)CC)C, predict the reaction product. The product is: [CH3:32][O:33][C:34]([C:36]1[S:37][CH:38]=[CH:39][C:40]=1[N:41]1[C:3](=[O:31])[NH:4][C:5]([CH:6]([NH:20][C:21]2[CH:22]=[CH:23][C:24]([C:27]#[N:28])=[CH:25][CH:26]=2)[C:7]2[CH:16]=[C:15]([O:17][CH3:18])[C:10]3[O:11][CH2:12][CH2:13][O:14][C:9]=3[C:8]=2[F:19])=[N:42]1)=[O:35]. (2) Given the reactants [CH2:1]([O:3][C:4]([C:6]1[NH:10][C:9]2[S:11][CH:12]=[CH:13][C:8]=2C=1)=[O:5])[CH3:2].[Cl:14]N1C(=O)CCC1=O.[CH:22]([Cl:25])(Cl)Cl, predict the reaction product. The product is: [CH2:1]([O:3][C:4]([C:6]1[NH:10][C:9]2[S:11][C:12]([Cl:14])=[CH:13][C:8]=2[C:22]=1[Cl:25])=[O:5])[CH3:2]. (3) Given the reactants [C:1]1([CH3:10])[CH:6]=[CH:5][CH:4]=[C:3]([N:7]=[C:8]=[O:9])[CH:2]=1.Cl.[NH2:12][CH2:13][C:14]1[CH:22]=[CH:21][CH:20]=[C:19]2[C:15]=1[C:16](=[O:32])[N:17]([CH:24]1[CH2:29][CH2:28][C:27](=[O:30])[NH:26][C:25]1=[O:31])[C:18]2=[O:23].C(N(CC)CC)C, predict the reaction product. The product is: [O:31]=[C:25]1[CH:24]([N:17]2[C:16](=[O:32])[C:15]3[C:19](=[CH:20][CH:21]=[CH:22][C:14]=3[CH2:13][NH:12][C:8]([NH:7][C:3]3[CH:2]=[C:1]([CH3:10])[CH:6]=[CH:5][CH:4]=3)=[O:9])[C:18]2=[O:23])[CH2:29][CH2:28][C:27](=[O:30])[NH:26]1. (4) The product is: [S:1]1[CH:5]=[C:4]([CH2:6][N:7]([C@@H:8]([CH3:16])[CH:9]([O:10][CH2:11][CH3:12])[O:13][CH2:14][CH3:15])[C:24](=[O:25])[C@@H:22]([NH:21][C:27](=[O:28])[O:29][CH2:30][CH:31]2[C:32]3[CH:33]=[CH:34][CH:35]=[CH:36][C:37]=3[C:38]3[C:43]2=[CH:42][CH:41]=[CH:40][CH:39]=3)[CH3:23])[C:3]2[CH:17]=[CH:18][CH:19]=[CH:20][C:2]1=2. Given the reactants [S:1]1[CH:5]=[C:4]([CH2:6][NH:7][C@@H:8]([CH3:16])[CH:9]([O:13][CH2:14][CH3:15])[O:10][CH2:11][CH3:12])[C:3]2[CH:17]=[CH:18][CH:19]=[CH:20][C:2]1=2.[NH:21]([C:27]([O:29][CH2:30][CH:31]1[C:43]2[C:38](=[CH:39][CH:40]=[CH:41][CH:42]=2)[C:37]2[C:32]1=[CH:33][CH:34]=[CH:35][CH:36]=2)=[O:28])[C@H:22]([C:24](O)=[O:25])[CH3:23].CN(C(ON1N=NC2C=CC=NC1=2)=[N+](C)C)C.F[P-](F)(F)(F)(F)F.CCN(C(C)C)C(C)C, predict the reaction product. (5) Given the reactants [Br:1][C:2]1[CH:7]=[CH:6][C:5](F)=[CH:4][C:3]=1[O:9][CH2:10][C:11]([F:14])([F:13])[F:12].[CH3:15][S-:16].[Na+].O, predict the reaction product. The product is: [Br:1][C:2]1[CH:7]=[CH:6][C:5]([S:16][CH3:15])=[CH:4][C:3]=1[O:9][CH2:10][C:11]([F:14])([F:13])[F:12]. (6) Given the reactants Cl.[CH3:2][O:3][C:4]1[CH:5]=[C:6]([CH2:14][CH2:15][NH2:16])[CH:7]=[CH:8][C:9]=1[O:10][CH2:11][C:12]#[CH:13].C(N(CC)C(C)C)(C)C.[OH:26][CH:27]([CH2:31][C:32]1[CH:37]=[CH:36][C:35]([CH3:38])=[CH:34][CH:33]=1)[C:28](O)=[O:29].F[P-](F)(F)(F)(F)F.N1(O[P+](N(C)C)(N(C)C)N(C)C)C2C=CC=CC=2N=N1, predict the reaction product. The product is: [OH:26][CH:27]([CH2:31][C:32]1[CH:33]=[CH:34][C:35]([CH3:38])=[CH:36][CH:37]=1)[C:28]([NH:16][CH2:15][CH2:14][C:6]1[CH:7]=[CH:8][C:9]([O:10][CH2:11][C:12]#[CH:13])=[C:4]([O:3][CH3:2])[CH:5]=1)=[O:29].